The task is: Regression/Classification. Given a drug SMILES string, predict its absorption, distribution, metabolism, or excretion properties. Task type varies by dataset: regression for continuous measurements (e.g., permeability, clearance, half-life) or binary classification for categorical outcomes (e.g., BBB penetration, CYP inhibition). Dataset: cyp2d6_veith.. This data is from CYP2D6 inhibition data for predicting drug metabolism from PubChem BioAssay. The result is 0 (non-inhibitor). The drug is O=C(Oc1c(Br)cc(C(=S)N2CCOCC2)cc1Br)c1ccc(Cl)cc1.